This data is from Forward reaction prediction with 1.9M reactions from USPTO patents (1976-2016). The task is: Predict the product of the given reaction. (1) The product is: [F:1][C:2]1([F:22])[CH2:3][C:4]([CH2:6][OH:7])([C:11]2[CH:16]=[CH:15][CH:14]=[C:13]([O:17][C:18]([F:20])([F:21])[F:19])[CH:12]=2)[CH2:5]1. Given the reactants [F:1][C:2]1([F:22])[CH2:5][C:4]([C:11]2[CH:16]=[CH:15][CH:14]=[C:13]([O:17][C:18]([F:21])([F:20])[F:19])[CH:12]=2)([C:6](OCC)=[O:7])[CH2:3]1.[H-].[H-].[H-].[H-].[Li+].[Al+3], predict the reaction product. (2) Given the reactants [Cl:1][C:2]1[CH:3]=[C:4]([NH:8][C:9]2[C:14]3[N:15]=[CH:16][N:17]([CH3:18])[C:13]=3[C:12]([C:19]([OH:21])=O)=[CH:11][N:10]=2)[CH:5]=[CH:6][CH:7]=1.C([N:24]1[CH2:29][CH2:28][O:27][CH2:26][CH2:25]1)C.N1CCOCC1.O.ON1C2C=CC=CC=2N=N1.Cl.CN(C)CCCN=C=NCC, predict the reaction product. The product is: [ClH:1].[Cl:1][C:2]1[CH:3]=[C:4]([NH:8][C:9]2[C:14]3[N:15]=[CH:16][N:17]([CH3:18])[C:13]=3[C:12]([C:19]([N:24]3[CH2:29][CH2:28][O:27][CH2:26][CH2:25]3)=[O:21])=[CH:11][N:10]=2)[CH:5]=[CH:6][CH:7]=1. (3) Given the reactants [CH3:1][CH:2]([CH3:19])[CH2:3][C@@H:4]([B:6]1[O:10][C@@H:9]2[CH2:11][C@@H:12]3[CH2:15][C@H:14]([C@:8]2([CH3:18])[O:7]1)[C:13]3([CH3:17])[CH3:16])[NH3+:5].F[B-](F)(F)F.N1(OC(N(C)C)=[N+](C)C)C2C=CC=CC=2N=N1.[C:42]([O:46][C:47]([NH:49][C@H:50]([C:58](O)=[O:59])[CH2:51][C:52]1[CH:57]=[CH:56][CH:55]=[CH:54][CH:53]=1)=[O:48])([CH3:45])([CH3:44])[CH3:43].C(N(CC)C(C)C)(C)C, predict the reaction product. The product is: [CH3:1][CH:2]([CH3:19])[CH2:3][C@@H:4]([NH:5][C:58](=[O:59])[CH:50]([NH:49][C:47](=[O:48])[O:46][C:42]([CH3:43])([CH3:44])[CH3:45])[CH2:51][C:52]1[CH:57]=[CH:56][CH:55]=[CH:54][CH:53]=1)[B:6]1[O:10][C@H:9]2[CH2:11][C@@H:12]3[CH2:15][C@H:14]([C@:8]2([CH3:18])[O:7]1)[C:13]3([CH3:17])[CH3:16]. (4) Given the reactants [Cl:1][C:2]1[CH:25]=[CH:24][CH:23]=[C:22]([Cl:26])[C:3]=1[C:4]([NH:6][C@H:7]([C:18]([O:20][CH3:21])=[O:19])[CH2:8][C:9]1[CH:17]=[CH:16][C:12]([C:13](O)=[O:14])=[CH:11][CH:10]=1)=[O:5].[N:27]1[C:36]2[NH:35][CH2:34][CH2:33][CH2:32][C:31]=2[CH:30]=[C:29]([CH2:37][NH2:38])[CH:28]=1.CN1C(=O)CCC1.CN(C(ON1N=NC2C=CC=NC1=2)=[N+](C)C)C.F[P-](F)(F)(F)(F)F, predict the reaction product. The product is: [Cl:26][C:22]1[CH:23]=[CH:24][CH:25]=[C:2]([Cl:1])[C:3]=1[C:4]([NH:6][C@H:7]([C:18]([O:20][CH3:21])=[O:19])[CH2:8][C:9]1[CH:17]=[CH:16][C:12]([C:13]([NH:38][CH2:37][C:29]2[CH:28]=[N:27][C:36]3[NH:35][CH2:34][CH2:33][CH2:32][C:31]=3[CH:30]=2)=[O:14])=[CH:11][CH:10]=1)=[O:5]. (5) Given the reactants [C:1]([NH:5][C:6](=[O:35])[C:7]1[CH:12]=[CH:11][CH:10]=[C:9]([O:13][C:14]2[CH:19]=[CH:18][C:17]([NH:20][C:21]3[C:31]4[CH:30]=[C:29]([CH:32]=O)[CH2:28][CH2:27][NH:26][C:25]=4[N:24]=[CH:23][N:22]=3)=[CH:16][C:15]=2[Cl:34])[CH:8]=1)([CH3:4])([CH3:3])[CH3:2].[ClH:36].[CH3:37][C:38]([NH2:45])([CH3:44])[CH2:39][S:40]([CH3:43])(=[O:42])=[O:41].C(O[BH-](OC(=O)C)OC(=O)C)(=O)C.[Na+].C(=O)(O)[O-].[Na+].Cl.C(OCC)(=O)C, predict the reaction product. The product is: [ClH:34].[ClH:36].[C:1]([NH:5][C:6](=[O:35])[C:7]1[CH:12]=[CH:11][CH:10]=[C:9]([O:13][C:14]2[CH:19]=[CH:18][C:17]([NH:20][C:21]3[C:31]4[CH:30]=[C:29]([CH2:32][NH:45][C:38]([CH3:44])([CH3:37])[CH2:39][S:40]([CH3:43])(=[O:42])=[O:41])[CH2:28][CH2:27][NH:26][C:25]=4[N:24]=[CH:23][N:22]=3)=[CH:16][C:15]=2[Cl:34])[CH:8]=1)([CH3:2])([CH3:3])[CH3:4].